From a dataset of Reaction yield outcomes from USPTO patents with 853,638 reactions. Predict the reaction yield, written as a fraction of the theoretical maximum amount of product (1.0 means a 100% yield; for example, 0.34 means a 34% yield). (1) The reactants are ClC1C=CC=C(F)C=1C(O)=O.ClS(O)(=O)=O.ClC1C(S(Cl)(=O)=O)=CC=C(F)C=1C(O)=O.[Cl:32][C:33]1[C:38]([C:39]([OH:41])=[O:40])=[C:37]([F:42])[C:36]([S:43](Cl)(=[O:45])=[O:44])=[CH:35][CH:34]=1.C(=O)([O-])[O-].[Na+].[Na+].[CH3:53][C:54]1([NH2:58])[CH2:57][O:56][CH2:55]1. The catalyst is O.C1COCC1. The product is [Cl:32][C:33]1[C:38]([C:39]([OH:41])=[O:40])=[C:37]([F:42])[C:36]([S:43](=[O:45])(=[O:44])[NH:58][C:54]2([CH3:53])[CH2:57][O:56][CH2:55]2)=[CH:35][CH:34]=1. The yield is 0.00250. (2) The reactants are [NH2:1][C:2]1[C:7]([Br:8])=[CH:6][C:5]([Cl:9])=[CH:4][N:3]=1.Cl[C:11]1[C:12](=[O:27])[N:13]([CH2:18][C:19]2[CH:24]=[CH:23][C:22]([O:25][CH3:26])=[CH:21][CH:20]=2)[CH:14]=[C:15]([Cl:17])[N:16]=1. No catalyst specified. The product is [Br:8][C:7]1[C:2]([NH:1][C:11]2[C:12](=[O:27])[N:13]([CH2:18][C:19]3[CH:20]=[CH:21][C:22]([O:25][CH3:26])=[CH:23][CH:24]=3)[CH:14]=[C:15]([Cl:17])[N:16]=2)=[N:3][CH:4]=[C:5]([Cl:9])[CH:6]=1. The yield is 0.580.